Dataset: Full USPTO retrosynthesis dataset with 1.9M reactions from patents (1976-2016). Task: Predict the reactants needed to synthesize the given product. Given the product [C:1]([OH:20])(=[O:19])[CH2:2][CH2:3][CH2:4][CH2:5][CH2:6][CH2:7][CH2:8][CH2:9][CH2:10][CH2:11][CH2:12][CH2:13][CH2:14][CH2:15][CH2:16][CH2:17][CH3:18], predict the reactants needed to synthesize it. The reactants are: [C:1]([O-:20])(=[O:19])[CH2:2][CH2:3][CH2:4][CH2:5][CH2:6][CH2:7][CH2:8]/[CH:9]=[CH:10]\[CH2:11]/[CH:12]=[CH:13]\[CH2:14][CH2:15][CH2:16][CH2:17][CH3:18].